This data is from Cav3 T-type calcium channel HTS with 100,875 compounds. The task is: Binary Classification. Given a drug SMILES string, predict its activity (active/inactive) in a high-throughput screening assay against a specified biological target. (1) The result is 0 (inactive). The molecule is o1nc(nc1CCC(=O)N(C)C)c1ccc(C(C)(C)C)cc1. (2) The compound is S(C=1NC(=O)CC(C1C#N)c1oc(cc1)C)CCCCCC. The result is 0 (inactive). (3) The molecule is o1c2c(nc1c1ccncc1)cc(NC(=O)CCCC)cc2. The result is 0 (inactive). (4) The drug is o1c2c(CN(CC)CC)c(O)ccc2c(c2ccccc2)cc1=O. The result is 0 (inactive). (5) The molecule is o1c2c(n(Cc3c(OCCC)cccc3)c1=O)cc(cc2)C. The result is 1 (active). (6) The molecule is FC(F)(F)C1(NC(=O)c2cccnc2)C2=C(N(C1=O)CC1OCCC1)CC(CC2=O)(C)C. The result is 0 (inactive).